From a dataset of Full USPTO retrosynthesis dataset with 1.9M reactions from patents (1976-2016). Predict the reactants needed to synthesize the given product. (1) The reactants are: ClC(Cl)(Cl)[C:3]1[O:7][N:6]=[C:5]([C:8]([O:10][CH2:11][CH3:12])=[O:9])[N:4]=1.Cl.[CH3:16][NH:17][CH3:18].CCN(C(C)C)C(C)C. Given the product [CH3:16][N:17]([CH3:18])[C:3]1[O:7][N:6]=[C:5]([C:8]([O:10][CH2:11][CH3:12])=[O:9])[N:4]=1, predict the reactants needed to synthesize it. (2) Given the product [Cl:12][C:13]1[CH:21]=[C:20]2[C:16]([C:17](=[O:23])[C:18](=[O:22])[N:19]2[CH2:2][CH2:4][CH2:6][CH2:7][CH3:8])=[CH:15][CH:14]=1, predict the reactants needed to synthesize it. The reactants are: N1C2[C:6](=[CH:7][CH:8]=CC=2)[C:4](=O)[C:2]1=O.[Cl:12][C:13]1[CH:21]=[C:20]2[C:16]([C:17](=[O:23])[C:18](=[O:22])[NH:19]2)=[CH:15][CH:14]=1. (3) The reactants are: [Cl:1][C:2]1[CH:3]=[C:4]([CH:9]([N:11]2[CH2:16][CH2:15][O:14][C@@H:13]([CH2:17][NH:18]C(=O)OC(C)(C)C)[CH2:12]2)[CH3:10])[CH:5]=[CH:6][C:7]=1[Cl:8].[ClH:26].CO. Given the product [ClH:1].[ClH:26].[Cl:1][C:2]1[CH:3]=[C:4]([CH:9]([N:11]2[CH2:16][CH2:15][O:14][C@@H:13]([CH2:17][NH2:18])[CH2:12]2)[CH3:10])[CH:5]=[CH:6][C:7]=1[Cl:8], predict the reactants needed to synthesize it. (4) The reactants are: CC1C2C(=O)CCCC=2N=CN=1.[N:13]1[CH:18]=[CH:17][C:16](B(O)O)=[CH:15][CH:14]=1.[NH2:22][C:23]1[N:32]=[C:31]([CH3:33])[C:30]2[C:29](=[O:34])[CH2:28][CH:27]([C:35]3[CH:40]=[CH:39][CH:38]=[CH:37][C:36]=3C3C=CC=CC=3)[CH2:26][C:25]=2[N:24]=1. Given the product [NH2:22][C:23]1[N:32]=[C:31]([CH3:33])[C:30]2[C:29](=[O:34])[CH2:28][CH:27]([C:35]3[CH:40]=[CH:39][CH:38]=[CH:37][C:36]=3[C:16]3[CH:17]=[CH:18][N:13]=[CH:14][CH:15]=3)[CH2:26][C:25]=2[N:24]=1, predict the reactants needed to synthesize it. (5) The reactants are: [O:1]=[C:2]1[CH:7]([C:8]([O:10]CC)=O)[CH2:6][CH2:5][CH2:4][NH:3]1.[CH:13]1([NH2:19])[CH2:18][CH2:17][CH2:16][CH2:15][CH2:14]1. Given the product [CH:13]1([NH:19][C:8]([CH:7]2[CH2:6][CH2:5][CH2:4][NH:3][C:2]2=[O:1])=[O:10])[CH2:18][CH2:17][CH2:16][CH2:15][CH2:14]1, predict the reactants needed to synthesize it. (6) Given the product [Cl:16][CH2:4][CH2:5][C:6]([C:13]1[CH:14]=[CH:15][C:10]([F:9])=[CH:11][CH:12]=1)=[O:7], predict the reactants needed to synthesize it. The reactants are: ClCC[CH2:4][CH2:5][C:6](Cl)=[O:7].[F:9][C:10]1[CH:15]=[CH:14][CH:13]=[CH:12][CH:11]=1.[Cl-:16].[Al+3].[Cl-].[Cl-].Cl.